This data is from Reaction yield outcomes from USPTO patents with 853,638 reactions. The task is: Predict the reaction yield, written as a fraction of the theoretical maximum amount of product (1.0 means a 100% yield; for example, 0.34 means a 34% yield). (1) The reactants are Br[C:2]1[C:14]2[C:13]3[C:8](=[CH:9][C:10]([C:15]([OH:18])([CH3:17])[CH3:16])=[CH:11][CH:12]=3)[NH:7][C:6]=2[C:5]([C:19]([NH2:21])=[O:20])=[CH:4][C:3]=1[F:22].[F:23][C:24]1[CH:25]=[CH:26][CH:27]=[C:28]2[C:33]=1[N:32]([CH3:34])[C:31](=[O:35])[N:30]([C:36]1[CH:41]=[CH:40][CH:39]=[C:38](B3OC(C)(C)C(C)(C)O3)[C:37]=1[CH3:51])[C:29]2=[O:52].C([O-])([O-])=O.[Cs+].[Cs+]. The catalyst is O1CCOCC1.O.CCOC(C)=O.C1C=CC(P(C2C=CC=CC=2)[C-]2C=CC=C2)=CC=1.C1C=CC(P(C2C=CC=CC=2)[C-]2C=CC=C2)=CC=1.Cl[Pd]Cl.[Fe+2].C(Cl)Cl. The product is [F:22][C:3]1[CH:4]=[C:5]([C:19]([NH2:21])=[O:20])[C:6]2[NH:7][C:8]3[C:13]([C:14]=2[C:2]=1[C:38]1[CH:39]=[CH:40][CH:41]=[C:36]([N:30]2[C:29](=[O:52])[C:28]4[C:33](=[C:24]([F:23])[CH:25]=[CH:26][CH:27]=4)[N:32]([CH3:34])[C:31]2=[O:35])[C:37]=1[CH3:51])=[CH:12][CH:11]=[C:10]([C:15]([OH:18])([CH3:17])[CH3:16])[CH:9]=3. The yield is 0.150. (2) The reactants are C(OC(=O)[NH:7][CH:8]1[CH2:13][CH2:12][N:11]([C:14]2[C:19]([Cl:20])=[CH:18][C:17]([C:21]([F:24])([F:23])[F:22])=[CH:16][N:15]=2)[CH2:10][CH2:9]1)(C)(C)C.CO.Cl. The catalyst is C1COCC1.O1CCOCC1. The product is [Cl:20][C:19]1[C:14]([N:11]2[CH2:10][CH2:9][CH:8]([NH2:7])[CH2:13][CH2:12]2)=[N:15][CH:16]=[C:17]([C:21]([F:23])([F:24])[F:22])[CH:18]=1. The yield is 1.28. (3) The catalyst is [Ni].O. The reactants are [NH4+].[OH-].S[C:4]1[N:5]=[C:6]([OH:14])[C:7]2[C@H:12]([CH3:13])[CH2:11][CH2:10][C:8]=2[N:9]=1. The product is [CH3:13][C@H:12]1[C:7]2[C:6]([OH:14])=[N:5][CH:4]=[N:9][C:8]=2[CH2:10][CH2:11]1. The yield is 0.990. (4) The reactants are C[O:2][C:3]1[CH:8]=[C:7]([O:9]C)[CH:6]=[CH:5][C:4]=1[CH:11]1[N:16]([CH3:17])[CH2:15][CH2:14][C:13]([CH3:18])=[CH:12]1.B(Br)(Br)Br.C(=O)(O)[O-].[Na+]. The catalyst is ClCCl. The product is [CH3:17][N:16]1[CH2:15][CH2:14][C:13]([CH3:18])=[CH:12][CH:11]1[C:4]1[CH:5]=[CH:6][C:7]([OH:9])=[CH:8][C:3]=1[OH:2]. The yield is 0.350. (5) The reactants are [N+:1]([C:4]1[CH:13]=[C:12]2[C:7]([CH2:8][CH2:9][N:10]([C:14]([O:16][C:17]([CH3:20])([CH3:19])[CH3:18])=[O:15])[CH2:11]2)=[CH:6][CH:5]=1)([O-])=O. The catalyst is C(O)C.[Pd]. The product is [NH2:1][C:4]1[CH:13]=[C:12]2[C:7]([CH2:8][CH2:9][N:10]([C:14]([O:16][C:17]([CH3:20])([CH3:19])[CH3:18])=[O:15])[CH2:11]2)=[CH:6][CH:5]=1. The yield is 0.790. (6) The reactants are [CH2:1]([C@H:8]1[CH2:12][O:11][C:10](=[O:13])[NH:9]1)[C:2]1[CH:7]=[CH:6][CH:5]=[CH:4][CH:3]=1.[Li]CCCC.[C:19](Cl)(=[O:26])[CH2:20][CH2:21][CH2:22][CH2:23][CH2:24][CH3:25]. The catalyst is C1COCC1. The product is [CH2:1]([C@H:8]1[CH2:12][O:11][C:10](=[O:13])[N:9]1[C:19](=[O:26])[CH2:20][CH2:21][CH2:22][CH2:23][CH2:24][CH3:25])[C:2]1[CH:3]=[CH:4][CH:5]=[CH:6][CH:7]=1. The yield is 0.860. (7) The reactants are [ClH:1].[CH2:2]([C:5]1[N:6]=[C:7]([NH2:10])[NH:8][CH:9]=1)[C:3]#[CH:4].[CH2:11]([N:18]=[N+:19]=[N-:20])[C:12]1[CH:17]=[CH:16][CH:15]=[CH:14][CH:13]=1. No catalyst specified. The product is [ClH:1].[CH2:11]([N:18]1[CH:4]=[C:3]([CH2:2][C:5]2[N:6]=[C:7]([NH2:10])[NH:8][CH:9]=2)[N:20]=[N:19]1)[C:12]1[CH:17]=[CH:16][CH:15]=[CH:14][CH:13]=1. The yield is 0.860.